This data is from Full USPTO retrosynthesis dataset with 1.9M reactions from patents (1976-2016). The task is: Predict the reactants needed to synthesize the given product. Given the product [Cl:1][C:2]1[CH:7]=[C:6]([Cl:8])[CH:5]=[CH:4][C:3]=1[C:9]1[N:14]2[N:15]=[C:16]([C:18]3[CH:23]=[CH:22][CH:21]=[CH:20][CH:19]=3)[CH:17]=[C:13]2[N:12]=[C:11]([CH3:24])[C:10]=1[C:25]([OH:27])=[O:26], predict the reactants needed to synthesize it. The reactants are: [Cl:1][C:2]1[CH:7]=[C:6]([Cl:8])[CH:5]=[CH:4][C:3]=1[C:9]1[N:14]2[N:15]=[C:16]([C:18]3[CH:23]=[CH:22][CH:21]=[CH:20][CH:19]=3)[CH:17]=[C:13]2[N:12]=[C:11]([CH3:24])[C:10]=1[C:25]([O-:27])=[O:26].O[Li].O.